This data is from Full USPTO retrosynthesis dataset with 1.9M reactions from patents (1976-2016). The task is: Predict the reactants needed to synthesize the given product. (1) Given the product [O:10]1[C:14]2[CH:15]=[CH:16][C:17]([CH2:19][N:20]([C:3]3[C:2]([Cl:1])=[CH:7][C:6]([Cl:8])=[CH:5][N:4]=3)[S:21]([C:24]3[CH:33]=[CH:32][C:27]([C:28]([O:30][CH3:31])=[O:29])=[CH:26][CH:25]=3)(=[O:23])=[O:22])=[CH:18][C:13]=2[CH:12]=[CH:11]1, predict the reactants needed to synthesize it. The reactants are: [Cl:1][C:2]1[C:3](F)=[N:4][CH:5]=[C:6]([Cl:8])[CH:7]=1.[O:10]1[C:14]2[CH:15]=[CH:16][C:17]([CH2:19][NH:20][S:21]([C:24]3[CH:33]=[CH:32][C:27]([C:28]([O:30][CH3:31])=[O:29])=[CH:26][CH:25]=3)(=[O:23])=[O:22])=[CH:18][C:13]=2[CH:12]=[CH:11]1. (2) Given the product [Cl:7][C:6]([Cl:9])([Cl:8])[CH2:5][O:4][C:2](=[O:3])[NH:10][C:11]1[N:15]([CH2:16][CH2:17][OH:18])[N:14]=[C:13]([C:19]([CH3:22])([CH3:20])[CH3:21])[CH:12]=1, predict the reactants needed to synthesize it. The reactants are: Cl[C:2]([O:4][CH2:5][C:6]([Cl:9])([Cl:8])[Cl:7])=[O:3].[NH2:10][C:11]1[N:15]([CH2:16][CH2:17][OH:18])[N:14]=[C:13]([C:19]([CH3:22])([CH3:21])[CH3:20])[CH:12]=1.[OH-].[Na+]. (3) Given the product [CH:1]1([N:4]2[C:13]3[C:8](=[CH:9][C:10]([F:15])=[C:11]([O:14][S:24]([C:21]([F:23])([F:22])[F:20])(=[O:27])=[O:25])[CH:12]=3)[C:7](=[O:16])[C:6]([C:17]([O:19][CH2:35][CH3:36])=[O:18])=[CH:5]2)[CH2:2][CH2:3]1, predict the reactants needed to synthesize it. The reactants are: [CH:1]1([N:4]2[C:13]3[C:8](=[CH:9][C:10]([F:15])=[C:11]([OH:14])[CH:12]=3)[C:7](=[O:16])[C:6]([C:17]([OH:19])=[O:18])=[CH:5]2)[CH2:3][CH2:2]1.[F:20][C:21]([S:24]([O:27]S(C(F)(F)F)(=O)=O)(=O)=[O:25])([F:23])[F:22].[CH3:35][CH2:36]O.O.